From a dataset of Merck oncology drug combination screen with 23,052 pairs across 39 cell lines. Regression. Given two drug SMILES strings and cell line genomic features, predict the synergy score measuring deviation from expected non-interaction effect. (1) Drug 2: COC1CC2CCC(C)C(O)(O2)C(=O)C(=O)N2CCCCC2C(=O)OC(C(C)CC2CCC(OP(C)(C)=O)C(OC)C2)CC(=O)C(C)C=C(C)C(O)C(OC)C(=O)C(C)CC(C)C=CC=CC=C1C. Synergy scores: synergy=11.0. Cell line: A2058. Drug 1: CC(=O)OC1C(=O)C2(C)C(O)CC3OCC3(OC(C)=O)C2C(OC(=O)c2ccccc2)C2(O)CC(OC(=O)C(O)C(NC(=O)c3ccccc3)c3ccccc3)C(C)=C1C2(C)C. (2) Drug 1: CS(=O)(=O)CCNCc1ccc(-c2ccc3ncnc(Nc4ccc(OCc5cccc(F)c5)c(Cl)c4)c3c2)o1. Drug 2: C#Cc1cccc(Nc2ncnc3cc(OCCOC)c(OCCOC)cc23)c1. Cell line: A2780. Synergy scores: synergy=-0.347. (3) Drug 1: CCC1(O)CC2CN(CCc3c([nH]c4ccccc34)C(C(=O)OC)(c3cc4c(cc3OC)N(C)C3C(O)(C(=O)OC)C(OC(C)=O)C5(CC)C=CCN6CCC43C65)C2)C1. Drug 2: Cc1nc(Nc2ncc(C(=O)Nc3c(C)cccc3Cl)s2)cc(N2CCN(CCO)CC2)n1. Cell line: A427. Synergy scores: synergy=15.6. (4) Cell line: NCIH2122. Drug 2: NC(=O)c1cccc2cn(-c3ccc(C4CCCNC4)cc3)nc12. Synergy scores: synergy=-4.50. Drug 1: COC12C(COC(N)=O)C3=C(C(=O)C(C)=C(N)C3=O)N1CC1NC12.